Task: Predict the reactants needed to synthesize the given product.. Dataset: Full USPTO retrosynthesis dataset with 1.9M reactions from patents (1976-2016) (1) Given the product [Cl:18][C:19]1[CH:24]=[CH:23][CH:22]=[C:21]([Cl:25])[C:20]=1[NH:26][C:27]([NH:1][C:2]1[CH:6]=[C:5]([C:7]2[CH:8]=[CH:9][C:10]([O:13][CH3:14])=[CH:11][CH:12]=2)[S:4][C:3]=1[C:15]([OH:17])=[O:16])=[O:28], predict the reactants needed to synthesize it. The reactants are: [NH2:1][C:2]1[CH:6]=[C:5]([C:7]2[CH:12]=[CH:11][C:10]([O:13][CH3:14])=[CH:9][CH:8]=2)[S:4][C:3]=1[C:15]([OH:17])=[O:16].[Cl:18][C:19]1[CH:24]=[CH:23][CH:22]=[C:21]([Cl:25])[C:20]=1[N:26]=[C:27]=[O:28].C(N(CC)CC)C.Cl. (2) Given the product [CH:33]([C:15]1[C:16]2[C:17]([C:22]([O:24][CH3:25])=[O:23])=[CH:18][CH:19]=[CH:20][C:21]=2[N:13]([CH2:12][C:11]2[CH:10]=[CH:9][C:8]([O:7][CH3:6])=[CH:27][CH:26]=2)[CH:14]=1)=[O:34], predict the reactants needed to synthesize it. The reactants are: P(Cl)(Cl)(Cl)=O.[CH3:6][O:7][C:8]1[CH:27]=[CH:26][C:11]([CH2:12][N:13]2[C:21]3[CH:20]=[CH:19][CH:18]=[C:17]([C:22]([O:24][CH3:25])=[O:23])[C:16]=3[CH:15]=[CH:14]2)=[CH:10][CH:9]=1.[OH-].[Na+].CN([CH:33]=[O:34])C.